This data is from Full USPTO retrosynthesis dataset with 1.9M reactions from patents (1976-2016). The task is: Predict the reactants needed to synthesize the given product. (1) Given the product [CH2:31]([O:30][CH2:29][C@H:11]([NH:10][C:2](=[O:9])[CH2:3]/[CH:4]=[CH:5]/[CH2:6][CH3:7])[C:12]([NH:14][C:15]1[CH:20]=[CH:19][C:18]([O:21][C:22]2[CH:27]=[CH:26][C:25]([F:28])=[CH:24][CH:23]=2)=[CH:17][CH:16]=1)=[O:13])[C:32]1[CH:37]=[CH:36][CH:35]=[CH:34][CH:33]=1, predict the reactants needed to synthesize it. The reactants are: Cl.[C:2]([OH:9])(=O)[CH2:3]/[CH:4]=[CH:5]/[CH2:6][CH3:7].[NH2:10][C@@H:11]([CH2:29][O:30][CH2:31][C:32]1[CH:37]=[CH:36][CH:35]=[CH:34][CH:33]=1)[C:12]([NH:14][C:15]1[CH:20]=[CH:19][C:18]([O:21][C:22]2[CH:27]=[CH:26][C:25]([F:28])=[CH:24][CH:23]=2)=[CH:17][CH:16]=1)=[O:13]. (2) The reactants are: C1(O[C:8](=[O:29])[NH:9][C:10]2[S:14][N:13]=[C:12]([O:15][CH2:16][C:17]3[CH:22]=[C:21]([F:23])[C:20]([CH3:24])=[CH:19][C:18]=3[F:25])[C:11]=2[C:26](=[O:28])[NH2:27])C=CC=CC=1.[NH2:30][CH2:31][CH2:32][CH2:33][CH2:34][N:35]1[CH2:39][CH2:38][C@@H:37]([OH:40])[CH2:36]1. Given the product [F:25][C:18]1[CH:19]=[C:20]([CH3:24])[C:21]([F:23])=[CH:22][C:17]=1[CH2:16][O:15][C:12]1[C:11]([C:26]([NH2:27])=[O:28])=[C:10]([NH:9][C:8]([NH:30][CH2:31][CH2:32][CH2:33][CH2:34][N:35]2[CH2:39][CH2:38][C@@H:37]([OH:40])[CH2:36]2)=[O:29])[S:14][N:13]=1, predict the reactants needed to synthesize it. (3) Given the product [ClH:64].[CH:1]1([N:5]2[CH2:10][CH2:9][CH:8]([O:11][CH:12]3[CH2:17][CH2:16][N:15]([C:19]4[CH:20]=[C:21]5[C:26](=[CH:27][CH:28]=4)[N:25]=[C:24]([CH3:29])[CH:23]=[CH:22]5)[CH2:14][CH2:13]3)[CH2:7][CH2:6]2)[CH2:4][CH2:3][CH2:2]1, predict the reactants needed to synthesize it. The reactants are: [CH:1]1([N:5]2[CH2:10][CH2:9][CH:8]([O:11][CH:12]3[CH2:17][CH2:16][NH:15][CH2:14][CH2:13]3)[CH2:7][CH2:6]2)[CH2:4][CH2:3][CH2:2]1.Br[C:19]1[CH:20]=[C:21]2[C:26](=[CH:27][CH:28]=1)[N:25]=[C:24]([CH3:29])[CH:23]=[CH:22]2.C1(P(C2CCCCC2)C2C=CC=CC=2C2C=CC=CC=2N(C)C)CCCCC1.CC(C)([O-])C.[Na+].[ClH:64]. (4) The reactants are: [Cl:1][C:2]1[CH:3]=[C:4]([NH:16][C:17]2[C:26]3[C:21](=[CH:22][C:23]([O:38][CH2:39][CH3:40])=[C:24]([NH:27][C:28](=[O:37])/[CH:29]=[CH:30]/[C@H:31]4[CH2:35][CH2:34][CH2:33][N:32]4[CH3:36])[CH:25]=3)[N:20]=[CH:19][C:18]=2[C:41]#[N:42])[CH:5]=[CH:6][C:7]=1[O:8][CH2:9][C:10]1[CH:15]=[CH:14][CH:13]=[CH:12][N:11]=1.[ClH:43].C(OCC)C. Given the product [ClH:1].[ClH:43].[Cl:1][C:2]1[CH:3]=[C:4]([NH:16][C:17]2[C:26]3[C:21](=[CH:22][C:23]([O:38][CH2:39][CH3:40])=[C:24]([NH:27][C:28](=[O:37])/[CH:29]=[CH:30]/[C@H:31]4[CH2:35][CH2:34][CH2:33][N:32]4[CH3:36])[CH:25]=3)[N:20]=[CH:19][C:18]=2[C:41]#[N:42])[CH:5]=[CH:6][C:7]=1[O:8][CH2:9][C:10]1[CH:15]=[CH:14][CH:13]=[CH:12][N:11]=1, predict the reactants needed to synthesize it. (5) Given the product [Br:13][CH2:14][CH2:15][CH2:16][C:17]([NH:12][C:3]1[CH:4]=[N:5][C:6]2[C:11]([C:2]=1[Cl:1])=[CH:10][CH:9]=[CH:8][CH:7]=2)=[O:18], predict the reactants needed to synthesize it. The reactants are: [Cl:1][C:2]1[C:11]2[C:6](=[CH:7][CH:8]=[CH:9][CH:10]=2)[N:5]=[CH:4][C:3]=1[NH2:12].[Br:13][CH2:14][CH2:15][CH2:16][C:17](Cl)=[O:18]. (6) Given the product [CH2:3]([O:5][C:6]1[CH:39]=[CH:38][CH:37]=[CH:36][C:7]=1[O:8][C@@H:9]1[CH2:14][CH2:13][CH2:12][N:11]([C:15]2[N:16]=[CH:17][C:18]([C:21]([NH:23][CH2:24][C:25]3[CH:26]=[C:27]([CH:32]=[C:33]([CH3:35])[CH:34]=3)[C:28]([OH:30])=[O:29])=[O:22])=[CH:19][N:20]=2)[CH2:10]1)[CH3:4], predict the reactants needed to synthesize it. The reactants are: [OH-].[Na+].[CH2:3]([O:5][C:6]1[CH:39]=[CH:38][CH:37]=[CH:36][C:7]=1[O:8][C@@H:9]1[CH2:14][CH2:13][CH2:12][N:11]([C:15]2[N:20]=[CH:19][C:18]([C:21]([NH:23][CH2:24][C:25]3[CH:26]=[C:27]([CH:32]=[C:33]([CH3:35])[CH:34]=3)[C:28]([O:30]C)=[O:29])=[O:22])=[CH:17][N:16]=2)[CH2:10]1)[CH3:4]. (7) Given the product [F:1][C:2]1[CH:7]=[C:6]([C:8]([F:9])([F:11])[F:10])[CH:5]=[CH:4][C:3]=1[CH:12]1[CH2:17][C:16](=[O:18])[N:15]([CH3:26])[C:14]([CH3:19])=[C:13]1[C:20]([O:22][CH3:23])=[O:21], predict the reactants needed to synthesize it. The reactants are: [F:1][C:2]1[CH:7]=[C:6]([C:8]([F:11])([F:10])[F:9])[CH:5]=[CH:4][C:3]=1[CH:12]1[CH2:17][C:16](=[O:18])[NH:15][C:14]([CH3:19])=[C:13]1[C:20]([O:22][CH3:23])=[O:21].[H-].[Na+].[CH3:26]OS(OC)(=O)=O.